Dataset: Reaction yield outcomes from USPTO patents with 853,638 reactions. Task: Predict the reaction yield, written as a fraction of the theoretical maximum amount of product (1.0 means a 100% yield; for example, 0.34 means a 34% yield). (1) The reactants are [Cl:1][C:2]1[CH:10]=[C:9]2[C:5]([C:6]([C:15]3[N:16]=[C:17]4[C:23]([C:24]([NH:26][CH:27]([CH3:29])[CH3:28])=[O:25])=[CH:22][N:21](COCC[Si](C)(C)C)[C:18]4=[N:19][CH:20]=3)=[N:7][N:8]2[CH2:11][CH:12]2[CH2:14][CH2:13]2)=[CH:4][CH:3]=1.FC(F)(F)C(O)=O. The catalyst is ClCCl. The product is [Cl:1][C:2]1[CH:10]=[C:9]2[C:5]([C:6]([C:15]3[N:16]=[C:17]4[C:23]([C:24]([NH:26][CH:27]([CH3:29])[CH3:28])=[O:25])=[CH:22][NH:21][C:18]4=[N:19][CH:20]=3)=[N:7][N:8]2[CH2:11][CH:12]2[CH2:14][CH2:13]2)=[CH:4][CH:3]=1. The yield is 0.200. (2) The catalyst is C(O)C. The reactants are [C:1]([N:6]1[C:11](=[O:12])[CH:10]2[CH2:13][CH:7]1[CH:8]=[CH:9]2)(=[O:5])[CH2:2][CH2:3][CH3:4].[BH4-].[Na+].S(=O)(=O)(O)O.C(OCC)(=O)C. The product is [C:1]([NH:6][CH:7]1[CH2:13][CH:10]([CH2:11][OH:12])[CH:9]=[CH:8]1)(=[O:5])[CH2:2][CH2:3][CH3:4]. The yield is 0.800.